From a dataset of Forward reaction prediction with 1.9M reactions from USPTO patents (1976-2016). Predict the product of the given reaction. The product is: [CH2:10]([O:9][C:7](=[O:8])[CH2:6][C:4]1[N:3]=[CH:2][N:1]([CH2:15][CH2:16][C:17]([CH3:20])([CH3:19])[CH3:18])[CH:5]=1)[CH3:11]. Given the reactants [NH:1]1[CH:5]=[C:4]([CH2:6][C:7]([O:9][CH2:10][CH3:11])=[O:8])[N:3]=[CH:2]1.[H-].[Na+].I[CH2:15][CH2:16][C:17]([CH3:20])([CH3:19])[CH3:18], predict the reaction product.